From a dataset of Catalyst prediction with 721,799 reactions and 888 catalyst types from USPTO. Predict which catalyst facilitates the given reaction. (1) Reactant: [OH:1][C:2]1[CH:3]=[C:4]([CH:7]=[C:8]([N+:11]([O-:13])=[O:12])[C:9]=1[OH:10])[CH:5]=O.[CH2:14]([N:16]([CH2:22][CH3:23])[C:17](=[O:21])[CH2:18][C:19]#[N:20])[CH3:15].N1CCCCC1.CC([O-])=O. Product: [CH2:14]([N:16]([CH2:22][CH3:23])[C:17](=[O:21])/[C:18](/[C:19]#[N:20])=[CH:5]/[C:4]1[CH:7]=[C:8]([N+:11]([O-:13])=[O:12])[C:9]([OH:10])=[C:2]([OH:1])[CH:3]=1)[CH3:15]. The catalyst class is: 32. (2) Reactant: Cl[C:2]1[N:7]=[C:6]2[S:8][C:9]([C:11]([NH:13][C:14]3[CH:19]=[C:18]([NH:20][C:21](=[O:33])[C:22]4[CH:27]=[CH:26][CH:25]=[C:24]([C:28]([C:31]#[N:32])([CH3:30])[CH3:29])[CH:23]=4)[CH:17]=[CH:16][C:15]=3[CH3:34])=[O:12])=[CH:10][C:5]2=[N:4][CH:3]=1.[C:35](=O)([O-])[O-].[K+].[K+].[Cl-].C[Zn+]. Product: [C:31]([C:28]([C:24]1[CH:23]=[C:22]([CH:27]=[CH:26][CH:25]=1)[C:21]([NH:20][C:18]1[CH:17]=[CH:16][C:15]([CH3:34])=[C:14]([NH:13][C:11]([C:9]2[S:8][C:6]3=[N:7][C:2]([CH3:35])=[CH:3][N:4]=[C:5]3[CH:10]=2)=[O:12])[CH:19]=1)=[O:33])([CH3:30])[CH3:29])#[N:32]. The catalyst class is: 450. (3) Reactant: [C:1]([NH:4][C:5]1[S:6][C:7]([C:11]2[CH:12]=[C:13]([S:17](Cl)(=[O:19])=[O:18])[S:14][C:15]=2[Br:16])=[C:8]([CH3:10])[N:9]=1)(=[O:3])[CH3:2].C(N(CC)CC)C.Cl.[NH2:29][C@H:30]1[CH2:35][CH2:34][C@H:33]([OH:36])[CH2:32][CH2:31]1.CN(C=O)C. Product: [Br:16][C:15]1[S:14][C:13]([S:17](=[O:19])(=[O:18])[NH:29][CH:30]2[CH2:35][CH2:34][CH:33]([OH:36])[CH2:32][CH2:31]2)=[CH:12][C:11]=1[C:7]1[S:6][C:5]([NH:4][C:1](=[O:3])[CH3:2])=[N:9][C:8]=1[CH3:10]. The catalyst class is: 2. (4) Reactant: [C:1](Cl)(=O)[C:2]([Cl:4])=[O:3].[N:7]1([C:12]2[C:13]3[NH:20][CH:19]=C(C(O)=O)[C:14]=3[N:15]=[CH:16][N:17]=2)[CH:11]=[CH:10][CH:9]=[N:8]1. Product: [N:7]1([C:12]2[C:13]3[NH:20][CH:19]=[C:1]([C:2]([Cl:4])=[O:3])[C:14]=3[N:15]=[CH:16][N:17]=2)[CH:11]=[CH:10][CH:9]=[N:8]1. The catalyst class is: 59. (5) Reactant: C(OC([N:8]1[CH2:13][CH2:12][CH:11]([CH2:14][CH2:15][O:16][C:17]2[CH:22]=[CH:21][CH:20]=[C:19]([NH:23][C:24]([NH:26][C:27]3[N:28]=[C:29]([Br:32])[S:30][CH:31]=3)=[O:25])[N:18]=2)[CH2:10][CH2:9]1)=O)(C)(C)C.C(O)(C(F)(F)F)=O. Product: [Br:32][C:29]1[S:30][CH:31]=[C:27]([NH:26][C:24]([NH:23][C:19]2[CH:20]=[CH:21][CH:22]=[C:17]([O:16][CH2:15][CH2:14][CH:11]3[CH2:12][CH2:13][NH:8][CH2:9][CH2:10]3)[N:18]=2)=[O:25])[N:28]=1. The catalyst class is: 2. (6) Reactant: [C:1]([O:5][C:6]([NH:8][C@@H:9]([C:18]([OH:20])=O)[CH2:10][C:11]1[CH:16]=[CH:15][C:14]([F:17])=[CH:13][CH:12]=1)=[O:7])([CH3:4])([CH3:3])[CH3:2].[CH2:21]([NH:28][CH2:29][C:30]([O:32][CH2:33][CH3:34])=[O:31])[C:22]1[CH:27]=[CH:26][CH:25]=[CH:24][CH:23]=1.CCN=C=NCCCN(C)C.Cl.C1C=CC2N(O)N=NC=2C=1. Product: [C:1]([O:5][C:6]([NH:8][C@@H:9]([C:18]([N:28]([CH2:21][C:22]1[CH:23]=[CH:24][CH:25]=[CH:26][CH:27]=1)[CH2:29][C:30]([O:32][CH2:33][CH3:34])=[O:31])=[O:20])[CH2:10][C:11]1[CH:12]=[CH:13][C:14]([F:17])=[CH:15][CH:16]=1)=[O:7])([CH3:2])([CH3:3])[CH3:4]. The catalyst class is: 136. (7) Reactant: CC1(C)[O:9][C:8](=[O:10])[C:5]2([CH2:7][CH2:6]2)[C:4](=[O:11])O1.[F:13][C:14]1[CH:15]=[C:16]([CH:18]=[CH:19][C:20]=1[C:21]([F:24])([F:23])[F:22])[NH2:17]. Product: [F:13][C:14]1[CH:15]=[C:16]([N:17]2[CH2:6][CH2:7][CH:5]([C:8]([OH:9])=[O:10])[C:4]2=[O:11])[CH:18]=[CH:19][C:20]=1[C:21]([F:23])([F:24])[F:22]. The catalyst class is: 8. (8) Reactant: [Br:1][C:2]1[CH:3]=[C:4]2[C:9](=[CH:10][CH:11]=1)[CH:8]=[C:7]([C:12](O)([CH3:14])[CH3:13])[CH:6]=[CH:5]2. Product: [Br:1][C:2]1[CH:11]=[CH:10][C:9]2[C:4](=[CH:5][CH:6]=[C:7]([C:12]([CH3:14])=[CH2:13])[CH:8]=2)[CH:3]=1. The catalyst class is: 52. (9) Reactant: [NH2:1][CH2:2][CH2:3][CH2:4][CH2:5][CH2:6][NH:7][C:8]1[C:9]2[CH:17]=[CH:16][NH:15][C:10]=2[N:11]=[C:12](Cl)[N:13]=1.[NH2:18][C:19]1[CH:24]=[CH:23][C:22]([N:25]([CH3:29])[C:26](=[O:28])[CH3:27])=[CH:21][CH:20]=1.C[Si](Cl)(C)C. Product: [NH2:1][CH2:2][CH2:3][CH2:4][CH2:5][CH2:6][NH:7][C:8]1[C:9]2[CH:17]=[CH:16][NH:15][C:10]=2[N:11]=[C:12]([NH:18][C:19]2[CH:20]=[CH:21][C:22]([N:25]([CH3:29])[C:26](=[O:28])[CH3:27])=[CH:23][CH:24]=2)[N:13]=1. The catalyst class is: 51. (10) Reactant: [NH2:1][C:2]1[C:3]([F:33])=[CH:4][C:5]([F:32])=[C:6]([C:8]2[C:9](=[O:31])[N:10]([CH2:29][CH3:30])[C:11]3[C:16]([CH:17]=2)=[CH:15][N:14]=[C:13]([N:18]([CH2:20][C:21]2[CH:26]=[CH:25][C:24]([O:27][CH3:28])=[CH:23][CH:22]=2)[CH3:19])[CH:12]=3)[CH:7]=1.[F:34][C:35]1[CH:36]=[C:37]([N:42]=[C:43]=[O:44])[CH:38]=[C:39]([F:41])[CH:40]=1. Product: [CH3:28][O:27][C:24]1[CH:25]=[CH:26][C:21]([CH2:20][N:18]([CH3:19])[C:13]2[N:14]=[CH:15][CH:16]3[CH:11]([CH:12]=2)[N:10]([CH2:29][CH3:30])[C:9](=[O:31])[C:8]([C:6]2[C:5]([F:32])=[CH:4][C:3]([F:33])=[C:2]([NH:1][C:43]([NH:42][C:37]4[CH:38]=[C:39]([F:41])[CH:40]=[C:35]([F:34])[CH:36]=4)=[O:44])[CH:7]=2)=[CH:17]3)=[CH:22][CH:23]=1. The catalyst class is: 12.